From a dataset of Catalyst prediction with 721,799 reactions and 888 catalyst types from USPTO. Predict which catalyst facilitates the given reaction. (1) Reactant: [CH2:1]([N:5]1[C:10](=[O:11])[C:9]([C:12]2[NH:13][S:14](=[O:24])(=[O:23])[C:15]3[CH:21]=[C:20]([OH:22])[CH:19]=[CH:18][C:16]=3[N:17]=2)=[C:8]([OH:25])[C:7]([CH:26]([CH3:28])[CH3:27])=[N:6]1)[CH2:2][CH2:3][CH3:4].Br[CH2:30][C:31]([NH2:33])=[O:32].C([O-])([O-])=O.[K+].[K+]. Product: [CH2:1]([N:5]1[C:10](=[O:11])[C:9]([C:12]2[NH:13][S:14](=[O:24])(=[O:23])[C:15]3[CH:21]=[C:20]([O:22][CH2:30][C:31]([NH2:33])=[O:32])[CH:19]=[CH:18][C:16]=3[N:17]=2)=[C:8]([OH:25])[C:7]([CH:26]([CH3:27])[CH3:28])=[N:6]1)[CH2:2][CH2:3][CH3:4]. The catalyst class is: 3. (2) Reactant: [CH3:1][O:2][N:3]([CH3:11])[C:4]([C:6]1[CH:10]=[CH:9][S:8][CH:7]=1)=[O:5].[Cl:12]N1C(=O)CCC1=O. Product: [Cl:12][C:9]1[S:8][CH:7]=[C:6]([C:4]([N:3]([O:2][CH3:1])[CH3:11])=[O:5])[CH:10]=1. The catalyst class is: 52. (3) Reactant: Br[C:2]1[CH:11]=[CH:10][C:5]([C:6]([O:8][CH3:9])=[O:7])=[C:4]([O:12][CH:13]2[CH2:18][CH2:17][N:16]([C:19]([O:21][C:22]([CH3:25])([CH3:24])[CH3:23])=[O:20])[CH2:15][CH2:14]2)[CH:3]=1.[Cl:26][C:27]1[CH:32]=[CH:31][C:30](B(O)O)=[CH:29][CH:28]=1.P([O-])([O-])([O-])=O.[K+].[K+].[K+].O. Product: [C:22]([O:21][C:19]([N:16]1[CH2:17][CH2:18][CH:13]([O:12][C:4]2[CH:3]=[C:2]([C:30]3[CH:31]=[CH:32][C:27]([Cl:26])=[CH:28][CH:29]=3)[CH:11]=[CH:10][C:5]=2[C:6]([O:8][CH3:9])=[O:7])[CH2:14][CH2:15]1)=[O:20])([CH3:25])([CH3:24])[CH3:23]. The catalyst class is: 843.